From a dataset of Catalyst prediction with 721,799 reactions and 888 catalyst types from USPTO. Predict which catalyst facilitates the given reaction. (1) The catalyst class is: 20. Reactant: C([O:4][CH2:5][C:6]1[C:11]([C:12]2[CH:17]=[CH:16][N:15]=[C:14]3[NH:18][C:19]([C:21]4[CH:22]=[N:23][N:24]([CH3:26])[CH:25]=4)=[N:20][C:13]=23)=[CH:10][C:9]([F:27])=[CH:8][C:7]=1[N:28]1[CH2:33][CH2:32][N:31]2[C:34]3[CH2:39][C:38]([CH3:41])([CH3:40])[CH2:37][C:35]=3[CH:36]=[C:30]2[C:29]1=[O:42])(=O)C.[OH-].[Na+]. Product: [F:27][C:9]1[CH:10]=[C:11]([C:12]2[CH:17]=[CH:16][N:15]=[C:14]3[NH:18][C:19]([C:21]4[CH:22]=[N:23][N:24]([CH3:26])[CH:25]=4)=[N:20][C:13]=23)[C:6]([CH2:5][OH:4])=[C:7]([N:28]2[CH2:33][CH2:32][N:31]3[C:34]4[CH2:39][C:38]([CH3:40])([CH3:41])[CH2:37][C:35]=4[CH:36]=[C:30]3[C:29]2=[O:42])[CH:8]=1. (2) Reactant: [C:1]([C:3]1[CH:4]=[C:5]2[C:10](=[C:11]([OH:13])[CH:12]=1)[O:9][C:8]([CH3:15])([CH3:14])[CH2:7][C:6]2([CH3:17])[CH3:16])#[CH:2].[CH3:18][O:19][C:20](=[O:31])[C:21]([C:24]1[CH:29]=[CH:28][C:27](I)=[CH:26][CH:25]=1)([CH3:23])[CH3:22].C(N(CC)CC)C.C(OCC)(=O)C. Product: [CH3:18][O:19][C:20](=[O:31])[C:21]([C:24]1[CH:25]=[CH:26][C:27]([C:2]#[C:1][C:3]2[CH:4]=[C:5]3[C:10](=[C:11]([OH:13])[CH:12]=2)[O:9][C:8]([CH3:15])([CH3:14])[CH2:7][C:6]3([CH3:17])[CH3:16])=[CH:28][CH:29]=1)([CH3:23])[CH3:22]. The catalyst class is: 730. (3) Reactant: [Br:1][C:2]1[CH:51]=[CH:50][CH:49]=[CH:48][C:3]=1[CH2:4][N:5]1[CH:10]=[CH:9][CH:8]=[C:7]([C:11]([NH:13][C@@H:14]([CH2:22][CH2:23][CH2:24][NH:25][C:26]([NH:28]S(C2C(C)=C3C(=C(C)C=2C)OC(C)(C)CC3)(=O)=O)=[NH:27])[C:15]([O:17]C(C)(C)C)=[O:16])=[O:12])[C:6]1=[O:47].[C:52]([OH:58])([C:54]([F:57])([F:56])[F:55])=[O:53].C([SiH](CC)CC)C. Product: [Br:1][C:2]1[CH:51]=[CH:50][CH:49]=[CH:48][C:3]=1[CH2:4][N:5]1[CH:10]=[CH:9][CH:8]=[C:7]([C:11]([NH:13][C@@H:14]([CH2:22][CH2:23][CH2:24][NH:25][C:26]([NH2:28])=[NH:27])[C:15]([OH:17])=[O:16])=[O:12])[C:6]1=[O:47].[C:52]([OH:58])([C:54]([F:57])([F:56])[F:55])=[O:53]. The catalyst class is: 6. (4) Reactant: Br.[NH2:2][C@H:3]1[CH2:6][C@H:5]([N:7]2[C:11]3=[N:12][CH:13]=[CH:14][CH:15]=[C:10]3[C:9]([F:17])([F:16])[C:8]2=[O:18])[CH2:4]1.Cl[C:20]1[S:21][C:22]2[CH:28]=[CH:27][CH:26]=[CH:25][C:23]=2[N:24]=1.C(N(CC)C(C)C)(C)C. Product: [S:21]1[C:22]2[CH:28]=[CH:27][CH:26]=[CH:25][C:23]=2[N:24]=[C:20]1[NH:2][C@H:3]1[CH2:6][C@H:5]([N:7]2[C:11]3=[N:12][CH:13]=[CH:14][CH:15]=[C:10]3[C:9]([F:17])([F:16])[C:8]2=[O:18])[CH2:4]1. The catalyst class is: 58. (5) Reactant: [Br:1][C:2]1[CH:3]=[CH:4][C:5]([N+:10]([O-:12])=[O:11])=[C:6]([CH:9]=1)[CH:7]=O.[NH2:13][C:14]1[CH:24]=[CH:23][C:17]([C:18]([O:20][CH2:21][CH3:22])=[O:19])=[CH:16][C:15]=1[F:25]. Product: [Br:1][C:2]1[CH:3]=[CH:4][C:5]([N+:10]([O-:12])=[O:11])=[C:6]([CH:9]=1)/[CH:7]=[N:13]/[C:14]1[CH:24]=[CH:23][C:17]([C:18]([O:20][CH2:21][CH3:22])=[O:19])=[CH:16][C:15]=1[F:25]. The catalyst class is: 8.